From a dataset of Kir2.1 potassium channel HTS with 301,493 compounds. Binary Classification. Given a drug SMILES string, predict its activity (active/inactive) in a high-throughput screening assay against a specified biological target. (1) The compound is S=C(N1CCN(CC1)C\C=C\c1ccccc1)NC(=O)c1cccnc1. The result is 0 (inactive). (2) The drug is S=C(NCC(C)=C)N\N=C(\c1cc(NC(=O)C)ccc1)C. The result is 0 (inactive). (3) The molecule is s1c(nc(c1)C)c1c(/[nH][nH]c1C)=C1\C=C(CC)C(OC)=CC1=O. The result is 1 (active).